Dataset: Forward reaction prediction with 1.9M reactions from USPTO patents (1976-2016). Task: Predict the product of the given reaction. (1) Given the reactants [NH2:1][C@H:2]1[CH2:6][CH2:5][CH2:4][C@@H:3]1[NH:7][C:8](=[O:14])[O:9][C:10]([CH3:13])([CH3:12])[CH3:11].[Br:15][C:16]1[C:17](Cl)=[N:18][C:19]([Cl:22])=[N:20][CH:21]=1.BrC1C(NC(C(C)C)CNC(=O)OC(C)(C)C)=NC(Cl)=NC=1, predict the reaction product. The product is: [Br:15][C:16]1[C:17]([NH:1][C@H:2]2[CH2:6][CH2:5][CH2:4][C@@H:3]2[NH:7][C:8](=[O:14])[O:9][C:10]([CH3:11])([CH3:13])[CH3:12])=[N:18][C:19]([Cl:22])=[N:20][CH:21]=1. (2) Given the reactants C(OC([N:8]1[C:16]2[CH:15]=[C:14]([C:17]([F:25])([F:24])[C:18]3[CH:23]=[CH:22][CH:21]=[CH:20][CH:19]=3)[N:13]=[CH:12][C:11]=2[C:10]([CH3:27])([CH3:26])[CH2:9]1)=O)(C)(C)C.[ClH:28], predict the reaction product. The product is: [ClH:28].[F:25][C:17]([F:24])([C:18]1[CH:19]=[CH:20][CH:21]=[CH:22][CH:23]=1)[C:14]1[N:13]=[CH:12][C:11]2[C:10]([CH3:27])([CH3:26])[CH2:9][NH:8][C:16]=2[CH:15]=1. (3) Given the reactants [CH:1]1([NH:6][C:7]2[C:12]([CH:13]=O)=[CH:11][N:10]=[C:9]([S:15][CH3:16])[N:8]=2)[CH2:5][CH2:4][CH2:3][CH2:2]1.C[O:18][C:19](=O)[CH2:20][C:21]1[CH:26]=[C:25]([C:27]2[O:28][C:29]([CH2:32][CH:33]([CH3:35])[CH3:34])=[N:30][N:31]=2)[CH:24]=[CH:23][C:22]=1[CH3:36].C(=O)([O-])[O-].[Cs+].[Cs+], predict the reaction product. The product is: [CH:1]1([N:6]2[C:7]3[N:8]=[C:9]([S:15][CH3:16])[N:10]=[CH:11][C:12]=3[CH:13]=[C:20]([C:21]3[CH:26]=[C:25]([C:27]4[O:28][C:29]([CH2:32][CH:33]([CH3:35])[CH3:34])=[N:30][N:31]=4)[CH:24]=[CH:23][C:22]=3[CH3:36])[C:19]2=[O:18])[CH2:5][CH2:4][CH2:3][CH2:2]1. (4) Given the reactants [N+:1]([CH:4]=[CH:5][C:6]1[C:14]2[C:9](=[CH:10][C:11]([C:15]([O:17][CH2:18][CH3:19])=[O:16])=[CH:12][CH:13]=2)[NH:8][CH:7]=1)([O-:3])=[O:2].[BH4-].[Na+], predict the reaction product. The product is: [N+:1]([CH2:4][CH2:5][C:6]1[C:14]2[C:9](=[CH:10][C:11]([C:15]([O:17][CH2:18][CH3:19])=[O:16])=[CH:12][CH:13]=2)[NH:8][CH:7]=1)([O-:3])=[O:2]. (5) Given the reactants [CH3:1][Mg+].[Br-].CON(C)[C:7]([C:9]1[C:14](=[O:15])[C:13]([O:16][CH3:17])=[CH:12][N:11]([C:18]2[CH:23]=[CH:22][C:21]([N:24]3[CH:28]=[CH:27][CH:26]=[N:25]3)=[CH:20][C:19]=2[O:29][CH3:30])[N:10]=1)=[O:8], predict the reaction product. The product is: [C:7]([C:9]1[C:14](=[O:15])[C:13]([O:16][CH3:17])=[CH:12][N:11]([C:18]2[CH:23]=[CH:22][C:21]([N:24]3[CH:28]=[CH:27][CH:26]=[N:25]3)=[CH:20][C:19]=2[O:29][CH3:30])[N:10]=1)(=[O:8])[CH3:1]. (6) Given the reactants [NH:1]([C:47]([O:49][C:50]([CH3:53])([CH3:52])[CH3:51])=[O:48])[C@H:2]([C:4]([NH:6][C@H:7]([C:25]([N:27]1[CH2:46][CH2:45][CH2:44][C@H:28]1[C:29]([NH:31][C@H:32]([C:34]([O:36]CC1C=CC=CC=1)=[O:35])[CH3:33])=[O:30])=[O:26])[CH2:8][CH2:9][CH2:10][NH:11][C:12](=[NH:24])[NH:13][S:14]([C:17]1[CH:23]=[CH:22][C:20]([CH3:21])=[CH:19][CH:18]=1)(=[O:16])=[O:15])=[O:5])[CH3:3].[OH-].[Na+].C(Cl)(Cl)Cl.CO.N(C(OC(C)(C)C)=O)[C@H](C(N[C@H](C(N1CCC[C@H]1C(N[C@H](C(N[C@H](C(OCC1C=CC=CC=1)=O)CCCCNC(OCC1C=CC=CC=1Cl)=O)=O)C)=O)=O)CCCNC(=N)NS(C1C=CC(C)=CC=1)(=O)=O)=O)CC(=O)N, predict the reaction product. The product is: [NH:1]([C:47]([O:49][C:50]([CH3:52])([CH3:51])[CH3:53])=[O:48])[C@H:2]([C:4]([NH:6][C@H:7]([C:25]([N:27]1[CH2:46][CH2:45][CH2:44][C@H:28]1[C:29]([NH:31][C@H:32]([C:34]([OH:36])=[O:35])[CH3:33])=[O:30])=[O:26])[CH2:8][CH2:9][CH2:10][NH:11][C:12](=[NH:24])[NH:13][S:14]([C:17]1[CH:18]=[CH:19][C:20]([CH3:21])=[CH:22][CH:23]=1)(=[O:16])=[O:15])=[O:5])[CH3:3]. (7) Given the reactants [I:1][C:2]1[CH:3]=[CH:4][C:5]([N+:11]([O-:13])=[O:12])=[C:6]([CH:10]=1)C(O)=O.IC1C=CC=CC=1[C:17]([OH:19])=[O:18].[N+]([O-])(O)=O.C(OC(=O)C1C=CC=CC=1I)C, predict the reaction product. The product is: [I:1][C:2]1[CH:10]=[CH:6][C:5]([N+:11]([O-:13])=[O:12])=[CH:4][C:3]=1[C:17]([OH:19])=[O:18].